Task: Regression. Given a peptide amino acid sequence and an MHC pseudo amino acid sequence, predict their binding affinity value. This is MHC class II binding data.. Dataset: Peptide-MHC class II binding affinity with 134,281 pairs from IEDB (1) The peptide sequence is DVNAGFKAAVAAAAN. The MHC is DRB1_0901 with pseudo-sequence DRB1_0901. The binding affinity (normalized) is 0.737. (2) The peptide sequence is EKKYFAATQFEPIAA. The MHC is HLA-DQA10101-DQB10501 with pseudo-sequence HLA-DQA10101-DQB10501. The binding affinity (normalized) is 0.377. (3) The peptide sequence is SHIQSAVVCGRRHGV. The MHC is DRB1_1001 with pseudo-sequence DRB1_1001. The binding affinity (normalized) is 0.298. (4) The peptide sequence is EKKYFAATQFEPLAR. The MHC is HLA-DPA10103-DPB10601 with pseudo-sequence HLA-DPA10103-DPB10601. The binding affinity (normalized) is 0.575. (5) The MHC is DRB1_0101 with pseudo-sequence DRB1_0101. The peptide sequence is ADKVAYALAQGLKVI. The binding affinity (normalized) is 0.918. (6) The peptide sequence is AKDVIPEGWKADTAY. The MHC is HLA-DQA10102-DQB10602 with pseudo-sequence HLA-DQA10102-DQB10602. The binding affinity (normalized) is 0.